This data is from TCR-epitope binding with 47,182 pairs between 192 epitopes and 23,139 TCRs. The task is: Binary Classification. Given a T-cell receptor sequence (or CDR3 region) and an epitope sequence, predict whether binding occurs between them. (1) The epitope is MPASWVMRI. The TCR CDR3 sequence is CASSVSAGGRDEQFF. Result: 1 (the TCR binds to the epitope). (2) The epitope is YLNTLTLAV. The TCR CDR3 sequence is CASSLRTGDNLSGEQYF. Result: 0 (the TCR does not bind to the epitope). (3) The epitope is MPASWVMRI. The TCR CDR3 sequence is CASSPRLDYRPDTQYF. Result: 1 (the TCR binds to the epitope). (4) The epitope is FLPRVFSAV. The TCR CDR3 sequence is CASSLTGDYGYTF. Result: 1 (the TCR binds to the epitope).